This data is from Full USPTO retrosynthesis dataset with 1.9M reactions from patents (1976-2016). The task is: Predict the reactants needed to synthesize the given product. Given the product [CH:16]1[C:11](/[CH:12]=[CH:13]/[CH:14]=[O:15])=[CH:10][C:9]([OH:8])=[C:18]([OH:19])[CH:17]=1, predict the reactants needed to synthesize it. The reactants are: [Si]([O:8][C:9]1[CH:10]=[C:11]([CH:16]=[CH:17][C:18]=1[O:19][Si](C(C)(C)C)(C)C)[CH:12]=[CH:13][CH2:14][OH:15])(C(C)(C)C)(C)C.Cl.